Task: Predict the reaction yield, written as a fraction of the theoretical maximum amount of product (1.0 means a 100% yield; for example, 0.34 means a 34% yield).. Dataset: Reaction yield outcomes from USPTO patents with 853,638 reactions The reactants are [Mn]([O-])(=O)(=O)=[O:2].[K+].[F:7][C:8]1[CH:13]=[CH:12][CH:11]=[C:10]([CH3:14])[N:9]=1.[OH2:15]. No catalyst specified. The product is [F:7][C:8]1[N:9]=[C:10]([C:14]([OH:2])=[O:15])[CH:11]=[CH:12][CH:13]=1. The yield is 0.140.